The task is: Predict the reactants needed to synthesize the given product.. This data is from Full USPTO retrosynthesis dataset with 1.9M reactions from patents (1976-2016). (1) Given the product [CH3:60][O:61][C:62]1[CH:69]=[CH:68][C:65]([CH2:66][NH:67][C:10](=[O:12])[C@@H:9]([NH:8][C:6](=[O:7])[O:5][C:1]([CH3:2])([CH3:3])[CH3:4])[CH:13]([CH3:15])[CH3:14])=[CH:64][CH:63]=1, predict the reactants needed to synthesize it. The reactants are: [C:1]([O:5][C:6]([NH:8][C@@H:9]([CH:13]([CH3:15])[CH3:14])[C:10]([OH:12])=O)=[O:7])([CH3:4])([CH3:3])[CH3:2].C1C=CC2N(O)N=NC=2C=1.O.CCN(C(C)C)C(C)C.CN(C(ON1N=NC2C=CC=CC1=2)=[N+](C)C)C.F[P-](F)(F)(F)(F)F.[CH3:60][O:61][C:62]1[CH:69]=[CH:68][C:65]([CH2:66][NH2:67])=[CH:64][CH:63]=1.Cl. (2) Given the product [Cl:1][C:2]1[CH:3]=[C:4]([F:37])[C:5]2[N:11]3[CH:12]=[CH:13][CH:14]=[C:10]3[C@@H:9]([CH2:15][C:16]([N:18]3[CH2:19][CH:20]([C:22]([OH:24])=[O:23])[CH2:21]3)=[O:17])[O:8][C@H:7]([C:26]3[CH:31]=[CH:30][CH:29]=[C:28]([O:32][CH3:33])[C:27]=3[O:34][CH3:35])[C:6]=2[CH:36]=1, predict the reactants needed to synthesize it. The reactants are: [Cl:1][C:2]1[CH:3]=[C:4]([F:37])[C:5]2[N:11]3[CH:12]=[CH:13][CH:14]=[C:10]3[C@@H:9]([CH2:15][C:16]([N:18]3[CH2:21][CH:20]([C:22]([O:24]C)=[O:23])[CH2:19]3)=[O:17])[O:8][C@H:7]([C:26]3[CH:31]=[CH:30][CH:29]=[C:28]([O:32][CH3:33])[C:27]=3[O:34][CH3:35])[C:6]=2[CH:36]=1.C(=O)([O-])[O-].[K+].[K+].Cl.C(OCC)(=O)C. (3) Given the product [CH3:15][N:16]([CH3:20])[CH2:17][CH2:18][NH:19][C:11]([C:10]1[C:9]2[CH2:8][CH2:7][CH2:6][C:5](=[O:14])[C:4]=2[NH:3][C:2]=1[CH3:1])=[O:13], predict the reactants needed to synthesize it. The reactants are: [CH3:1][C:2]1[NH:3][C:4]2[C:5](=[O:14])[CH2:6][CH2:7][CH2:8][C:9]=2[C:10]=1[C:11]([OH:13])=O.[CH3:15][N:16]([CH3:20])[CH2:17][CH2:18][NH2:19]. (4) Given the product [C:7]([C:9]1[S:10][C:11]([CH2:14][NH:15][C:21]([O:20][C:17]([CH3:19])([CH3:18])[CH3:16])=[O:22])=[CH:12][CH:13]=1)#[N:8], predict the reactants needed to synthesize it. The reactants are: C(=O)([O-])[O-].[K+].[K+].[C:7]([C:9]1[S:10][C:11]([CH2:14][NH2:15])=[CH:12][CH:13]=1)#[N:8].[CH3:16][C:17]([O:20][C:21](O[C:21]([O:20][C:17]([CH3:19])([CH3:18])[CH3:16])=[O:22])=[O:22])([CH3:19])[CH3:18].CCCCCC.C(OCC)(=O)C. (5) Given the product [C:1]([O:5][C:6](=[O:13])[NH:7][C:8]1[CH:12]=[CH:11][S:10][C:9]=1[CH:21]=[O:22])([CH3:4])([CH3:2])[CH3:3], predict the reactants needed to synthesize it. The reactants are: [C:1]([O:5][C:6](=[O:13])[NH:7][C:8]1[CH:12]=[CH:11][S:10][CH:9]=1)([CH3:4])([CH3:3])[CH3:2].C([Li])CCC.CN(C)[CH:21]=[O:22].O. (6) The reactants are: Br[C:2]1[CH:7]=[CH:6][C:5]([C:8]2[N:9]=[C:10]([N:23]3[CH2:28][CH2:27][C:26]([F:30])([F:29])[CH2:25][CH2:24]3)[O:11][C:12]=2[C@@H:13]2[CH2:18][CH2:17][CH2:16][CH2:15][C@H:14]2[C:19]([O:21][CH3:22])=[O:20])=[CH:4][CH:3]=1.C(C1(NC([C@@H]2CCCC[C@H]2C2OC(C3C=CC(F)=C(F)C=3)=NC=2C2C=CC([N:64]3[CH2:69][CH2:68][S:67](=[O:71])(=[O:70])[CH2:66][CH2:65]3)=CC=2)=O)CC1)#N. Given the product [F:29][C:26]1([F:30])[CH2:27][CH2:28][N:23]([C:10]2[O:11][C:12]([C@@H:13]3[CH2:18][CH2:17][CH2:16][CH2:15][C@H:14]3[C:19]([O:21][CH3:22])=[O:20])=[C:8]([C:5]3[CH:6]=[CH:7][C:2]([N:64]4[CH2:69][CH2:68][S:67](=[O:71])(=[O:70])[CH2:66][CH2:65]4)=[CH:3][CH:4]=3)[N:9]=2)[CH2:24][CH2:25]1, predict the reactants needed to synthesize it. (7) Given the product [Br:1][C:2]1[CH:3]=[C:4]2[C:9](=[CH:10][CH:11]=1)[C:8](=[O:12])[N:7]([CH2:13][CH:14]1[CH2:15][CH2:16]1)[C:6]([C:17]([OH:19])=[O:18])=[C:5]2[O:22][CH2:23][CH2:24][CH2:25][CH3:26], predict the reactants needed to synthesize it. The reactants are: [Br:1][C:2]1[CH:3]=[C:4]2[C:9](=[CH:10][CH:11]=1)[C:8](=[O:12])[N:7]([CH2:13][CH:14]1[CH2:16][CH2:15]1)[C:6]([C:17]([O:19]CC)=[O:18])=[C:5]2[O:22][CH2:23][CH2:24][CH2:25][CH3:26].[OH-].[Na+].O.Cl.